This data is from Peptide-MHC class II binding affinity with 134,281 pairs from IEDB. The task is: Regression. Given a peptide amino acid sequence and an MHC pseudo amino acid sequence, predict their binding affinity value. This is MHC class II binding data. The peptide sequence is ADTISSYFVGKMY. The MHC is DRB4_0101 with pseudo-sequence DRB4_0103. The binding affinity (normalized) is 0.